Task: Predict the reaction yield, written as a fraction of the theoretical maximum amount of product (1.0 means a 100% yield; for example, 0.34 means a 34% yield).. Dataset: Reaction yield outcomes from USPTO patents with 853,638 reactions (1) The reactants are [CH3:1][C:2]1[CH:3]=[C:4]([CH:7]=[C:8]([CH3:10])[CH:9]=1)[CH:5]=O.[OH:11][C:12]1[CH:17]=[CH:16][C:15]([CH2:18][C:19]([OH:21])=[O:20])=[CH:14][CH:13]=1.C([O-])(=O)C.[K+].C(OC(=O)C)(=O)C. The catalyst is O. The product is [CH3:1][C:2]1[CH:3]=[C:4]([CH:5]=[C:18]([C:15]2[CH:16]=[CH:17][C:12]([OH:11])=[CH:13][CH:14]=2)[C:19]([OH:21])=[O:20])[CH:7]=[C:8]([CH3:10])[CH:9]=1. The yield is 0.420. (2) The reactants are [CH3:1][O:2][C:3](=[O:18])[CH:4]([C:11]1[CH:16]=[CH:15][C:14](I)=[CH:13][CH:12]=1)[CH2:5][CH:6]1[CH2:10][CH2:9][CH2:8][CH2:7]1.[N:19]1[CH:24]=[CH:23][CH:22]=[C:21](B(O)O)[CH:20]=1.C(=O)([O-])[O-].[Na+].[Na+]. The catalyst is COCCOC.O.Cl[Pd](Cl)([P](C1C=CC=CC=1)(C1C=CC=CC=1)C1C=CC=CC=1)[P](C1C=CC=CC=1)(C1C=CC=CC=1)C1C=CC=CC=1. The product is [CH3:1][O:2][C:3](=[O:18])[CH:4]([C:11]1[CH:16]=[CH:15][C:14]([C:21]2[CH:20]=[N:19][CH:24]=[CH:23][CH:22]=2)=[CH:13][CH:12]=1)[CH2:5][CH:6]1[CH2:10][CH2:9][CH2:8][CH2:7]1. The yield is 0.920. (3) The reactants are [F:1][C:2]1[CH:8]=[C:7](I)[CH:6]=[CH:5][C:3]=1[NH2:4].P([O-])([O-])([O-])=O.[K+].[K+].[K+].C(O)CO.[NH:22]1[CH2:25][CH2:24][CH2:23]1. The catalyst is C(O)(C)C.C(OCC)(=O)C.[Cu](I)I. The product is [N:22]1([C:7]2[CH:6]=[CH:5][C:3]([NH2:4])=[C:2]([F:1])[CH:8]=2)[CH2:25][CH2:24][CH2:23]1. The yield is 0.810. (4) The reactants are C([O:4][CH:5]1[C:9]2[N:10]=[CH:11][N:12]=[C:13]([Cl:14])[C:8]=2[C@H:7]([CH3:15])[CH2:6]1)(=O)C.C1COCC1.O.[OH-].[Li+]. The catalyst is O. The product is [Cl:14][C:13]1[C:8]2[C@H:7]([CH3:15])[CH2:6][CH:5]([OH:4])[C:9]=2[N:10]=[CH:11][N:12]=1. The yield is 0.630. (5) The reactants are [C:1]([N:4]1[C:13]2[C:8](=[CH:9][C:10]([C:14]#[N:15])=[CH:11][CH:12]=2)[C@H:7]([NH2:16])[C@@H:6]([CH3:17])[C@@H:5]1[CH:18]1[CH2:20][CH2:19]1)(=[O:3])[CH3:2].Br[C:22]1[CH:27]=[CH:26][C:25]([F:28])=[CH:24][N:23]=1.CC(C)([O-])C.[Na+]. The catalyst is C1(C)C=CC=CC=1. The product is [C:1]([N:4]1[C:13]2[C:8](=[CH:9][C:10]([C:14]#[N:15])=[CH:11][CH:12]=2)[C@H:7]([NH:16][C:22]2[CH:27]=[CH:26][C:25]([F:28])=[CH:24][N:23]=2)[C@@H:6]([CH3:17])[C@@H:5]1[CH:18]1[CH2:20][CH2:19]1)(=[O:3])[CH3:2]. The yield is 0.830. (6) The reactants are [NH2:1][C:2]1[N:6]([CH2:7][C:8]2[CH:13]=[CH:12][CH:11]=[CH:10][C:9]=2[Cl:14])[N:5]=[N:4][C:3]=1[C:15]([NH2:17])=[O:16].[O-:18][CH2:19]C.[Na+].C(=O)(OCC)OCC. The catalyst is C(O)C. The product is [Cl:14][C:9]1[CH:10]=[CH:11][CH:12]=[CH:13][C:8]=1[CH2:7][N:6]1[C:2]2[NH:1][C:19](=[O:18])[NH:17][C:15](=[O:16])[C:3]=2[N:4]=[N:5]1. The yield is 0.990. (7) The reactants are [F:1][C:2]1[CH:19]=[CH:18][C:17]([F:20])=[CH:16][C:3]=1[CH2:4][N:5]1[CH2:10][CH2:9][NH:8][C:7]2[N:11]=[CH:12][C:13](I)=[CH:14][C:6]1=2.CC1(C)C(C)(C)OB([C:29]2[CH:30]=[CH:31][C:32]([N:35]3[CH2:40][CH2:39][O:38][CH2:37][CH2:36]3)=[N:33][CH:34]=2)O1. No catalyst specified. The product is [F:1][C:2]1[CH:19]=[CH:18][C:17]([F:20])=[CH:16][C:3]=1[CH2:4][N:5]1[CH2:10][CH2:9][NH:8][C:7]2[N:11]=[CH:12][C:13]([C:29]3[CH:34]=[N:33][C:32]([N:35]4[CH2:36][CH2:37][O:38][CH2:39][CH2:40]4)=[CH:31][CH:30]=3)=[CH:14][C:6]1=2. The yield is 0.480. (8) The reactants are [H-].[Na+].[CH3:3][C:4]1[N:9]=[CH:8][C:7]([OH:10])=[CH:6][CH:5]=1.[CH2:11](Br)[C:12]1[CH:17]=[CH:16][CH:15]=[CH:14][CH:13]=1.C(=O)(O)[O-].[Na+]. The catalyst is O1CCCC1.CN(C=O)C. The product is [CH2:11]([O:10][C:7]1[CH:6]=[CH:5][C:4]([CH3:3])=[N:9][CH:8]=1)[C:12]1[CH:17]=[CH:16][CH:15]=[CH:14][CH:13]=1. The yield is 0.710. (9) The reactants are [NH2:1][C:2]1[CH:7]=[CH:6][CH:5]=[CH:4][C:3]=1[C:8]1[CH:13]=[CH:12][CH:11]=[CH:10][CH:9]=1.Cl.[N:15]([O-])=O.[Na+].[C:19]([CH2:21][C:22]([NH:24][CH2:25][CH:26]1[CH2:28][CH2:27]1)=[O:23])#[N:20].C([O-])(=O)C.[Na+].C(=O)([O-])[O-].[Na+].[Na+].C(=O)=O. The catalyst is C(O)(=O)C.O.C(O)C. The product is [C:3]1([C:8]2[CH:9]=[CH:10][CH:11]=[CH:12][CH:13]=2)[CH:4]=[CH:5][CH:6]=[CH:7][C:2]=1[NH:1][N:15]=[C:21]([C:19]#[N:20])[C:22]([NH:24][CH2:25][CH:26]1[CH2:28][CH2:27]1)=[O:23]. The yield is 0.360. (10) The reactants are [CH3:1][Si](C=[N+]=[N-])(C)C.[Cl:8][C:9]1[S:13][C:12]([S:14]([NH:17][C@H:18]([C:24]([OH:26])=[O:25])[CH:19]([CH2:22][CH3:23])[CH2:20][CH3:21])(=[O:16])=[O:15])=[CH:11][CH:10]=1. The catalyst is C1COCC1.CO. The product is [CH3:1][O:25][C:24](=[O:26])[C@H:18]([CH:19]([CH2:20][CH3:21])[CH2:22][CH3:23])[NH:17][S:14]([C:12]1[S:13][C:9]([Cl:8])=[CH:10][CH:11]=1)(=[O:15])=[O:16]. The yield is 0.990.